This data is from Catalyst prediction with 721,799 reactions and 888 catalyst types from USPTO. The task is: Predict which catalyst facilitates the given reaction. (1) Reactant: [Br:1][C:2]1[CH:7]=[CH:6][C:5]([O:8]C)=[CH:4][C:3]=1[CH:10]([CH3:12])[CH3:11].B(Br)(Br)Br. Product: [Br:1][C:2]1[CH:7]=[CH:6][C:5]([OH:8])=[CH:4][C:3]=1[CH:10]([CH3:12])[CH3:11]. The catalyst class is: 2. (2) Reactant: [C:1]([O:5][C:6]([N:8]1[CH2:13][CH2:12][N:11]([C:14]([C:16]2[C:24]3[C:19](=[CH:20][C:21](Br)=[CH:22][CH:23]=3)[N:18]([C:26]3[CH:31]=[CH:30][CH:29]=[CH:28][CH:27]=3)[C:17]=2[O:32][C:33]2[CH:38]=[C:37]([F:39])[CH:36]=[CH:35][C:34]=2[CH3:40])=[O:15])[CH2:10][CH2:9]1)=[O:7])([CH3:4])([CH3:3])[CH3:2].C(N(CC)CC)C.C1(P(C2C=CC=CC=2)CCCP(C2C=CC=CC=2)C2C=CC=CC=2)C=CC=CC=1. Product: [CH3:1][O:5][C:6]([C:21]1[CH:20]=[C:19]2[C:24]([C:16]([C:14]([N:11]3[CH2:10][CH2:9][N:8]([C:6]([O:5][C:1]([CH3:3])([CH3:2])[CH3:4])=[O:7])[CH2:13][CH2:12]3)=[O:15])=[C:17]([O:32][C:33]3[CH:38]=[C:37]([F:39])[CH:36]=[CH:35][C:34]=3[CH3:40])[N:18]2[C:26]2[CH:31]=[CH:30][CH:29]=[CH:28][CH:27]=2)=[CH:23][CH:22]=1)=[O:7]. The catalyst class is: 274. (3) Reactant: [Cl:1][C:2]1[CH:3]=[CH:4][C:5](OC)=[C:6]([CH:8]([NH:10][C:11]2[CH:16]=[C:15](F)[CH:14]=[CH:13][C:12]=2[S:18]([CH3:21])(=[O:20])=[O:19])[CH3:9])[CH:7]=1.[NH:24]1[CH2:29][CH2:28][NH:27][CH2:26][CH2:25]1.C(N(CC)C(C)C)(C)C. Product: [ClH:1].[CH3:21][S:18]([C:12]1[CH:13]=[CH:14][C:15]([N:24]2[CH2:29][CH2:28][NH:27][CH2:26][CH2:25]2)=[CH:16][C:11]=1[NH:10][CH:8]([C:6]1[CH:5]=[CH:4][CH:3]=[CH:2][CH:7]=1)[CH3:9])(=[O:20])=[O:19]. The catalyst class is: 10.